Predict the reactants needed to synthesize the given product. From a dataset of Full USPTO retrosynthesis dataset with 1.9M reactions from patents (1976-2016). (1) Given the product [C:1]([O:5][CH2:6][CH2:7][CH2:8][NH:9][C:10]([C:12]1[C:16]([NH:17][C:18]([C:20]2[CH:25]=[CH:24][CH:23]=[CH:22][N:21]=2)=[O:19])=[CH:15][NH:14][N:13]=1)=[O:11])([CH3:4])([CH3:2])[CH3:3], predict the reactants needed to synthesize it. The reactants are: [C:1]([O:5][CH2:6][CH2:7][CH2:8][NH:9][C:10]([C:12]1[C:16]([NH:17][C:18]([C:20]2[CH:25]=[CH:24][CH:23]=[CH:22][N:21]=2)=[O:19])=[CH:15][N:14](C2CCCCO2)[N:13]=1)=[O:11])([CH3:4])([CH3:3])[CH3:2].O.C1(C)C=CC(S(O)(=O)=O)=CC=1.C(=O)([O-])O.[Na+]. (2) Given the product [CH3:12][O:11][CH2:10][CH2:9][O:8][C:6]1[CH:5]=[CH:4][N:3]=[C:2]([NH2:49])[CH:7]=1, predict the reactants needed to synthesize it. The reactants are: Cl[C:2]1[CH:7]=[C:6]([O:8][CH2:9][CH2:10][O:11][CH3:12])[CH:5]=[CH:4][N:3]=1.CC(C1C=C(C(C)C)C(C2C=CC=CC=2P(C2CCCCC2)C2CCCCC2)=C(C(C)C)C=1)C.C[Si](C)(C)[N-:49][Si](C)(C)C.[Li+]. (3) Given the product [Br:1][C:2]1[CH:11]=[C:10]2[C:5]([C:6]([C:21]([NH2:22])=[O:23])=[CH:7][CH2:8][O:9]2)=[CH:4][CH:3]=1, predict the reactants needed to synthesize it. The reactants are: [Br:1][C:2]1[CH:11]=[C:10]2[C:5]([C:6](=O)[CH2:7][CH2:8][O:9]2)=[CH:4][CH:3]=1.[Al+3].[Cl-].[Cl-].[Cl-].[Si]([C:21]#[N:22])(C)(C)C.[OH:23]S(O)(=O)=O. (4) Given the product [C:47]([C:45]1[CH:44]=[CH:43][C:41]2[N:42]=[C:38]([NH:37][C:11]([CH:9]3[CH2:10][CH:8]3[C:4]3[CH:5]=[CH:6][CH:7]=[C:2]([F:1])[CH:3]=3)=[O:13])[NH:39][C:40]=2[CH:46]=1)#[N:48], predict the reactants needed to synthesize it. The reactants are: [F:1][C:2]1[CH:3]=[C:4]([CH:8]2[CH2:10][CH:9]2[C:11]([OH:13])=O)[CH:5]=[CH:6][CH:7]=1.Cl.C(N=C=NCCCN(C)C)C.ON1C2C=CC=CC=2N=N1.Cl.[NH2:37][C:38]1[NH:39][C:40]2[CH:46]=[C:45]([C:47]#[N:48])[CH:44]=[CH:43][C:41]=2[N:42]=1. (5) Given the product [Cl:1][C:2]1[C:3]2[N:10]([CH3:13])[CH:9]=[CH:8][C:4]=2[N:5]=[CH:6][N:7]=1, predict the reactants needed to synthesize it. The reactants are: [Cl:1][C:2]1[C:3]2[NH:10][CH:9]=[CH:8][C:4]=2[N:5]=[CH:6][N:7]=1.[H-].[Na+].[CH3:13]I.